From a dataset of Full USPTO retrosynthesis dataset with 1.9M reactions from patents (1976-2016). Predict the reactants needed to synthesize the given product. (1) Given the product [CH2:1]([O:8][CH:9]([CH2:20][NH:21][CH3:22])[CH2:10][NH:11][CH3:12])[C:2]1[CH:7]=[CH:6][CH:5]=[CH:4][CH:3]=1, predict the reactants needed to synthesize it. The reactants are: [CH2:1]([O:8][CH:9]([CH2:20][N:21](C(OC(C)(C)C)=O)[CH3:22])[CH2:10][N:11](C(OC(C)(C)C)=O)[CH3:12])[C:2]1[CH:7]=[CH:6][CH:5]=[CH:4][CH:3]=1.Cl.C(OCC)(=O)C.N.CO. (2) The reactants are: [C:1]([C:4]1[S:5][C:6]([N+:9]([O-:11])=[O:10])=[CH:7][CH:8]=1)(=[O:3])[CH3:2].[BrH:12]. Given the product [Br:12][CH2:2][C:1]([C:4]1[S:5][C:6]([N+:9]([O-:11])=[O:10])=[CH:7][CH:8]=1)=[O:3], predict the reactants needed to synthesize it.